This data is from Full USPTO retrosynthesis dataset with 1.9M reactions from patents (1976-2016). The task is: Predict the reactants needed to synthesize the given product. (1) Given the product [CH:1]([C:3]1[CH:4]=[C:5]([CH:49]=[CH:50][CH:51]=1)[CH2:6][O:7][C:8]([C@@H:10]1[CH2:15][CH2:14][CH2:13][N:12]([C:16](=[O:48])[C@@H:17]([NH:33][C:34](=[O:47])[C@@H:35]([NH:39][C:40](=[O:41])[C@H:77]([CH3:78])[C@H:76]([O:75][CH2:73][CH3:74])[CH2:82][CH2:83][CH:84]=[CH2:85])[CH:36]([CH3:38])[CH3:37])[CH2:18][C:19]2[CH:24]=[CH:23][CH:22]=[C:21]([O:25][Si:26]([C:29]([CH3:32])([CH3:30])[CH3:31])([CH3:28])[CH3:27])[CH:20]=2)[NH:11]1)=[O:9])=[CH2:2], predict the reactants needed to synthesize it. The reactants are: [CH:1]([C:3]1[CH:4]=[C:5]([CH:49]=[CH:50][CH:51]=1)[CH2:6][O:7][C:8]([C@@H:10]1[CH2:15][CH2:14][CH2:13][N:12]([C:16](=[O:48])[C@@H:17]([NH:33][C:34](=[O:47])[C@@H:35]([NH:39][C:40](OC(C)(C)C)=[O:41])[CH:36]([CH3:38])[CH3:37])[CH2:18][C:19]2[CH:24]=[CH:23][CH:22]=[C:21]([O:25][Si:26]([C:29]([CH3:32])([CH3:31])[CH3:30])([CH3:28])[CH3:27])[CH:20]=2)[NH:11]1)=[O:9])=[CH2:2].FC(F)(F)S(O[Si](C)(C)C)(=O)=O.C(N(CC)C(C)C)(C)C.[CH2:73]([O:75][C@H:76]([CH2:82][CH2:83][CH:84]=[CH2:85])[C@@H:77](C)[C:78](O)=O)[CH3:74].F[P-](F)(F)(F)(F)F.N1(OC(N(C)C)=[N+](C)C)C2N=CC=CC=2N=N1. (2) Given the product [N:15]1([C:13]2[C:12]([Cl:24])=[CH:11][N:10]=[C:9]([NH:7][CH:1]3[CH2:6][CH2:5][CH2:4][CH2:3][CH2:2]3)[N:14]=2)[C:19]2[CH:20]=[CH:21][CH:22]=[CH:23][C:18]=2[N:17]=[N:16]1, predict the reactants needed to synthesize it. The reactants are: [CH:1]1([NH2:7])[CH2:6][CH2:5][CH2:4][CH2:3][CH2:2]1.Cl[C:9]1[N:14]=[C:13]([N:15]2[C:19]3[CH:20]=[CH:21][CH:22]=[CH:23][C:18]=3[N:17]=[N:16]2)[C:12]([Cl:24])=[CH:11][N:10]=1. (3) Given the product [CH2:1]([O:4][C:5]1[CH:6]=[CH:7][CH:8]=[C:9]([NH:15][C:21]2[CH:22]=[CH:17][N:18]=[C:19]([NH:23][C:24]3[CH:29]=[CH:28][C:27]([O:30][CH3:31])=[C:26]([O:32][CH3:33])[CH:25]=3)[N:20]=2)[C:10]=1[S:11]([NH2:14])(=[O:13])=[O:12])[CH:2]=[CH2:3], predict the reactants needed to synthesize it. The reactants are: [CH2:1]([O:4][C:5]1[C:10]([S:11]([NH2:14])(=[O:13])=[O:12])=[C:9]([NH2:15])[CH:8]=[CH:7][CH:6]=1)[CH:2]=[CH2:3].Cl[C:17]1[CH:22]=[CH:21][N:20]=[C:19]([NH:23][C:24]2[CH:29]=[CH:28][C:27]([O:30][CH3:31])=[C:26]([O:32][CH3:33])[CH:25]=2)[N:18]=1. (4) Given the product [ClH:32].[CH3:1][C:2]1[C:7]2[C:8]([CH2:11][N:12]3[C:16]4[CH:17]=[CH:18][CH:19]=[CH:20][C:15]=4[N:14]=[C:13]3[S:21][CH2:22][CH2:23][CH2:24][C:25]([OH:27])=[O:26])=[CH:9][S:10][C:6]=2[CH:5]=[CH:4][CH:3]=1, predict the reactants needed to synthesize it. The reactants are: [CH3:1][C:2]1[C:7]2[C:8]([CH2:11][N:12]3[C:16]4[CH:17]=[CH:18][CH:19]=[CH:20][C:15]=4[N:14]=[C:13]3[S:21][CH2:22][CH2:23][CH2:24][C:25]([OH:27])=[O:26])=[CH:9][S:10][C:6]=2[CH:5]=[CH:4][CH:3]=1.C(O)(=O)C.[ClH:32]. (5) Given the product [CH3:1][O:2][C:3](=[O:17])[C:4]1[CH:12]=[C:11]([O:13][CH:14]([CH3:16])[CH3:15])[CH:10]=[C:6]([C:7](=[O:9])[C:47]2[CH:48]=[CH:49][C:44]([Br:43])=[CH:45][CH:46]=2)[CH:5]=1, predict the reactants needed to synthesize it. The reactants are: [CH3:1][O:2][C:3](=[O:17])[C:4]1[CH:12]=[C:11]([O:13][CH:14]([CH3:16])[CH3:15])[CH:10]=[C:6]([C:7]([OH:9])=O)[CH:5]=1.C(Cl)(C(Cl)=O)=O.C1(P(C2C=CC=CC=2)C2C=CC=CC=2)C=CC=CC=1.[Br:43][C:44]1[CH:49]=[CH:48][C:47](B(O)O)=[CH:46][CH:45]=1. (6) Given the product [NH2:1][C:2]1[C:3]2[N:4]([C:8]([C@H:24]3[CH2:25][CH2:26][C@H:27]([CH2:30][O:31][S:38]([C:35]4[CH:36]=[CH:37][C:32]([CH3:52])=[CH:33][CH:34]=4)(=[O:40])=[O:39])[CH2:28][CH2:29]3)=[N:9][C:10]=2[C:11]2[CH:12]=[CH:13][C:14]([O:17][C:18]3[CH:23]=[CH:22][CH:21]=[CH:20][CH:19]=3)=[CH:15][CH:16]=2)[CH:5]=[CH:6][N:7]=1, predict the reactants needed to synthesize it. The reactants are: [NH2:1][C:2]1[C:3]2[N:4]([C:8]([C@H:24]3[CH2:29][CH2:28][C@H:27]([CH2:30][OH:31])[CH2:26][CH2:25]3)=[N:9][C:10]=2[C:11]2[CH:16]=[CH:15][C:14]([O:17][C:18]3[CH:23]=[CH:22][CH:21]=[CH:20][CH:19]=3)=[CH:13][CH:12]=2)[CH:5]=[CH:6][N:7]=1.[C:32]1([CH3:52])[CH:37]=[CH:36][C:35]([S:38](O[S:38]([C:35]2[CH:36]=[CH:37][C:32]([CH3:52])=[CH:33][CH:34]=2)(=[O:40])=[O:39])(=[O:40])=[O:39])=[CH:34][CH:33]=1.O. (7) The reactants are: [Cl:1][C:2]1[C:3]([O:12][CH2:13][C:14]2([C:18]([F:21])([F:20])[F:19])[CH2:17][CH2:16][CH2:15]2)=[CH:4][C:5]([F:11])=[C:6]([CH:10]=1)[C:7](O)=[O:8].N1(S(N)(=O)=O)CCC1.[CH:30]1([S:33]([NH2:36])(=[O:35])=[O:34])[CH2:32][CH2:31]1. Given the product [Cl:1][C:2]1[C:3]([O:12][CH2:13][C:14]2([C:18]([F:21])([F:19])[F:20])[CH2:15][CH2:16][CH2:17]2)=[CH:4][C:5]([F:11])=[C:6]([CH:10]=1)[C:7]([NH:36][S:33]([CH:30]1[CH2:32][CH2:31]1)(=[O:35])=[O:34])=[O:8], predict the reactants needed to synthesize it. (8) Given the product [Cl:1][C:2]1[CH:3]=[C:4]([C:8]2[CH:9]=[CH:10][C:11]([CH2:14][C@H:15]([NH:25][C:26](=[O:32])[O:27][C:28]([CH3:30])([CH3:29])[CH3:31])[C:16]3[NH:20][N:19]=[N:18][N:17]=3)=[CH:12][CH:13]=2)[CH:5]=[CH:6][CH:7]=1, predict the reactants needed to synthesize it. The reactants are: [Cl:1][C:2]1[CH:3]=[C:4]([C:8]2[CH:13]=[CH:12][C:11]([CH2:14][C@H:15]([NH:25][C:26](=[O:32])[O:27][C:28]([CH3:31])([CH3:30])[CH3:29])[C:16]3[N:20](CCC#N)[N:19]=[N:18][N:17]=3)=[CH:10][CH:9]=2)[CH:5]=[CH:6][CH:7]=1.C1CCN2C(=NCCC2)CC1.